Dataset: Full USPTO retrosynthesis dataset with 1.9M reactions from patents (1976-2016). Task: Predict the reactants needed to synthesize the given product. Given the product [F:12][C:13]([F:24])([F:23])[C:14]([NH:2][CH2:3][CH2:4][CH2:5][CH2:6][CH2:7][C:8]([O:10][CH3:11])=[O:9])=[O:15], predict the reactants needed to synthesize it. The reactants are: Cl.[NH2:2][CH2:3][CH2:4][CH2:5][CH2:6][CH2:7][C:8]([O:10][CH3:11])=[O:9].[F:12][C:13]([F:24])([F:23])[C:14](O[C:14](=[O:15])[C:13]([F:24])([F:23])[F:12])=[O:15].C(N(CC)CC)C.